The task is: Predict the reaction yield, written as a fraction of the theoretical maximum amount of product (1.0 means a 100% yield; for example, 0.34 means a 34% yield).. This data is from Reaction yield outcomes from USPTO patents with 853,638 reactions. (1) The product is [C:17]([O:16][C:14](=[O:15])[NH:21][CH2:22][C:23]1[N:3]=[N:2][N:1]([C:4]2[CH:5]=[CH:6][C:7]([C:10]#[C:11][C:12]#[N:13])=[CH:8][CH:9]=2)[CH:24]=1)([CH3:20])([CH3:19])[CH3:18]. The yield is 0.990. The catalyst is C1COCC1.O.[O-]S([O-])(=O)=O.[Cu+2].CCOCC. The reactants are [N:1]([C:4]1[CH:9]=[CH:8][C:7]([C:10]#[C:11][C:12]#[N:13])=[CH:6][CH:5]=1)=[N+:2]=[N-:3].[C:14]([NH:21][CH2:22][C:23]#[CH:24])([O:16][C:17]([CH3:20])([CH3:19])[CH3:18])=[O:15].O=C1O[C@H]([C@H](CO)O)C([O-])=C1O.[Na+].[NH4+].[Cl-]. (2) The reactants are [N:1]1[CH:6]=[CH:5][CH:4]=[C:3]2[CH2:7][CH2:8][CH2:9][CH2:10][CH2:11][C:2]=12.[OH:12]O. The catalyst is C(O)(=O)C. The product is [N:1]1[CH:6]=[CH:5][CH:4]=[C:3]2[CH2:7][CH2:8][CH2:9][CH2:10][CH:11]([OH:12])[C:2]=12. The yield is 0.240.